Predict the reaction yield, written as a fraction of the theoretical maximum amount of product (1.0 means a 100% yield; for example, 0.34 means a 34% yield). From a dataset of Reaction yield outcomes from USPTO patents with 853,638 reactions. (1) The reactants are FC(F)(F)C(OC(=O)C(F)(F)F)=O.CCN(C(C)C)C(C)C.[F:23][C:24]1[CH:29]=[CH:28][C:27]([C:30]2[O:31][C:32]3[CH:41]=[C:40]([NH:42][S:43]([CH3:46])(=[O:45])=[O:44])[C:39]([O:47][CH:48]([CH3:50])[CH3:49])=[CH:38][C:33]=3[C:34]=2[C:35]([NH2:37])=O)=[CH:26][CH:25]=1. The catalyst is C(Cl)Cl.C1COCC1.CCOC(C)=O. The product is [C:35]([C:34]1[C:33]2[CH:38]=[C:39]([O:47][CH:48]([CH3:50])[CH3:49])[C:40]([NH:42][S:43]([CH3:46])(=[O:45])=[O:44])=[CH:41][C:32]=2[O:31][C:30]=1[C:27]1[CH:26]=[CH:25][C:24]([F:23])=[CH:29][CH:28]=1)#[N:37]. The yield is 0.500. (2) The reactants are [CH3:1][C:2]1[CH:3]=[C:4]([CH:29]=[C:30]([CH3:41])[C:31]=1[N:32]1[CH:36]=[C:35]([C:37]([F:40])([F:39])[F:38])[CH:34]=[N:33]1)[O:5][CH:6]([CH:23]1[CH2:26][C:25]([CH3:28])([CH3:27])[CH2:24]1)[C:7]1[CH:22]=[CH:21][C:10]([C:11]([NH:13][CH2:14][CH2:15][C:16]([O:18]CC)=[O:17])=[O:12])=[CH:9][CH:8]=1.O.O1CCCC1.[OH-].[Na+]. The catalyst is C(Cl)Cl.C1(C)C=CC=CC=1.CO. The product is [CH3:41][C:30]1[CH:29]=[C:4]([CH:3]=[C:2]([CH3:1])[C:31]=1[N:32]1[CH:36]=[C:35]([C:37]([F:40])([F:39])[F:38])[CH:34]=[N:33]1)[O:5][CH:6]([CH:23]1[CH2:26][C:25]([CH3:28])([CH3:27])[CH2:24]1)[C:7]1[CH:8]=[CH:9][C:10]([C:11]([NH:13][CH2:14][CH2:15][C:16]([OH:18])=[O:17])=[O:12])=[CH:21][CH:22]=1. The yield is 1.00. (3) The reactants are [NH2:1][C:2]1[N:10]=[C:9]([CH2:11][O:12][CH3:13])[CH:8]=[CH:7][C:3]=1[C:4]([OH:6])=O.[F:14][C:15]1[CH:30]=[CH:29][C:18]([CH2:19][O:20][C:21]2[CH:28]=[CH:27][C:24]([CH2:25][NH2:26])=[CH:23][CH:22]=2)=[CH:17][CH:16]=1.F[P-](F)(F)(F)(F)F.N1(O[P+](N(C)C)(N(C)C)N(C)C)C2C=CC=CC=2N=N1.C(N(CC)CC)C. The catalyst is CN(C)C=O.O. The product is [NH2:1][C:2]1[N:10]=[C:9]([CH2:11][O:12][CH3:13])[CH:8]=[CH:7][C:3]=1[C:4]([NH:26][CH2:25][C:24]1[CH:27]=[CH:28][C:21]([O:20][CH2:19][C:18]2[CH:29]=[CH:30][C:15]([F:14])=[CH:16][CH:17]=2)=[CH:22][CH:23]=1)=[O:6]. The yield is 0.600. (4) The reactants are [Cl-].[OH:2][NH3+:3].[C:4](=[O:7])([O-])O.[Na+].CS(C)=O.[Si]([O:20][CH:21]1[CH2:26][CH2:25][CH:24]([O:27][C:28]2[CH:33]=[CH:32][C:31]([N:34]3[C:39](=[O:40])[C:38]([CH2:41][C:42]4[CH:47]=[CH:46][C:45]([C:48]5[C:49]([C:54]#[N:55])=[CH:50][CH:51]=[CH:52][CH:53]=5)=[CH:44][CH:43]=4)=[C:37]([CH2:56][CH2:57][CH3:58])[N:36]=[C:35]3[CH2:59][F:60])=[CH:30][CH:29]=2)[CH2:23][CH2:22]1)(C(C)(C)C)(C)C. The catalyst is C(OCC)(=O)C. The product is [F:60][CH2:59][C:35]1[N:34]([C:31]2[CH:32]=[CH:33][C:28]([O:27][CH:24]3[CH2:25][CH2:26][CH:21]([OH:20])[CH2:22][CH2:23]3)=[CH:29][CH:30]=2)[C:39](=[O:40])[C:38]([CH2:41][C:42]2[CH:43]=[CH:44][C:45]([C:48]3[CH:53]=[CH:52][CH:51]=[CH:50][C:49]=3[C:54]3[NH:55][C:4](=[O:7])[O:2][N:3]=3)=[CH:46][CH:47]=2)=[C:37]([CH2:56][CH2:57][CH3:58])[N:36]=1. The yield is 0.0600. (5) The reactants are [NH2:1][C:2]1[C:11]2[C:6](=[CH:7][CH:8]=[CH:9][C:10]=2[O:12][CH2:13][CH:14]([CH3:16])[CH3:15])[N:5]=[C:4]([CH3:17])[C:3]=1[C:18]([O:20]CC)=[O:19].[OH-].[Na+]. The catalyst is CCO. The product is [NH2:1][C:2]1[C:11]2[C:6](=[CH:7][CH:8]=[CH:9][C:10]=2[O:12][CH2:13][CH:14]([CH3:16])[CH3:15])[N:5]=[C:4]([CH3:17])[C:3]=1[C:18]([OH:20])=[O:19]. The yield is 0.260. (6) The reactants are [NH2:1][CH2:2][CH2:3][O:4][CH2:5][CH2:6][O:7][CH2:8][CH2:9][NH:10][C:11](=[O:17])[O:12][C:13]([CH3:16])([CH3:15])[CH3:14].[Br:18][CH2:19][C:20](Br)=[O:21].CCN(C(C)C)C(C)C. The catalyst is C(Cl)Cl. The product is [Br:18][CH2:19][C:20]([NH:1][CH2:2][CH2:3][O:4][CH2:5][CH2:6][O:7][CH2:8][CH2:9][NH:10][C:11](=[O:17])[O:12][C:13]([CH3:14])([CH3:16])[CH3:15])=[O:21]. The yield is 0.666. (7) The reactants are Cl.[NH2:2][CH2:3][C:4]1[CH:9]=[CH:8][C:7]([N:10]2[CH:15]=[CH:14][C:13]([O:16][CH2:17][C:18]3[CH:23]=[CH:22][CH:21]=[CH:20][CH:19]=3)=[C:12]([Br:24])[C:11]2=[O:25])=[CH:6][CH:5]=1.CN1CC[O:30][CH2:29][CH2:28]1.C(Cl)(=O)C.CN=C=O. The catalyst is CN(C)C=O.ClCCl. The product is [CH2:17]([O:16][C:13]1[CH:14]=[CH:15][N:10]([C:7]2[CH:8]=[CH:9][C:4]([CH2:3][NH:2][C:29](=[O:30])[CH3:28])=[CH:5][CH:6]=2)[C:11](=[O:25])[C:12]=1[Br:24])[C:18]1[CH:19]=[CH:20][CH:21]=[CH:22][CH:23]=1. The yield is 0.500. (8) The reactants are O[C:2]1[C:11]2[C:6](=[CH:7][C:8]([O:15][CH:16]3[CH2:20][CH2:19][O:18][CH2:17]3)=[C:9]([N+:12]([O-:14])=[O:13])[CH:10]=2)[N:5]=[CH:4][C:3]=1[C:21]#[N:22].O=P(Cl)(Cl)[Cl:25]. No catalyst specified. The product is [Cl:25][C:2]1[C:11]2[C:6](=[CH:7][C:8]([O:15][CH:16]3[CH2:20][CH2:19][O:18][CH2:17]3)=[C:9]([N+:12]([O-:14])=[O:13])[CH:10]=2)[N:5]=[CH:4][C:3]=1[C:21]#[N:22]. The yield is 0.927. (9) The reactants are CO[C:3]([C:5]1[N:6]([CH2:31][CH:32]=O)[CH:7]=[C:8]([C:20](=[O:30])[NH:21][CH2:22][C:23]2[CH:28]=[CH:27][C:26]([F:29])=[CH:25][CH:24]=2)[C:9](=[O:19])[C:10]=1[O:11][CH2:12][C:13]1[CH:18]=[CH:17][CH:16]=[CH:15][CH:14]=1)=[O:4].[NH2:34][C@@H:35]([CH3:45])[CH2:36][CH2:37][NH:38][CH:39]1[CH2:44][CH2:43][S:42][CH2:41][CH2:40]1.C(O)(=O)C. The catalyst is ClCCl. The product is [F:29][C:26]1[CH:25]=[CH:24][C:23]([CH2:22][NH:21][C:20]([C:8]2[C:9](=[O:19])[C:10]([O:11][CH2:12][C:13]3[CH:18]=[CH:17][CH:16]=[CH:15][CH:14]=3)=[C:5]3[C:3](=[O:4])[N:34]4[C@@H:35]([CH3:45])[CH2:36][CH2:37][N:38]([CH:39]5[CH2:44][CH2:43][S:42][CH2:41][CH2:40]5)[C@@H:32]4[CH2:31][N:6]3[CH:7]=2)=[O:30])=[CH:28][CH:27]=1. The yield is 0.490.